This data is from Forward reaction prediction with 1.9M reactions from USPTO patents (1976-2016). The task is: Predict the product of the given reaction. Given the reactants [N:1]1([CH2:7][C:8]2[CH:9]=[CH:10][C:11](OS(C(F)(F)F)(=O)=O)=[N:12][CH:13]=2)[CH2:6][CH2:5][CH2:4][CH2:3][CH2:2]1.[CH2:22]([N:26]1[CH2:31][CH2:30][CH2:29][CH2:28][CH2:27]1)[CH2:23][C:24]#[CH:25].[I-], predict the reaction product. The product is: [NH3:1].[N:26]1([CH2:22][CH2:23][C:24]#[C:25][C:11]2[CH:10]=[CH:9][C:8]([CH2:7][N:1]3[CH2:6][CH2:5][CH2:4][CH2:3][CH2:2]3)=[CH:13][N:12]=2)[CH2:31][CH2:30][CH2:29][CH2:28][CH2:27]1.